This data is from TCR-epitope binding with 47,182 pairs between 192 epitopes and 23,139 TCRs. The task is: Binary Classification. Given a T-cell receptor sequence (or CDR3 region) and an epitope sequence, predict whether binding occurs between them. The epitope is HPKVSSEVHI. The TCR CDR3 sequence is CSVAGTSGRGPDTQYF. Result: 0 (the TCR does not bind to the epitope).